Task: Predict the reaction yield, written as a fraction of the theoretical maximum amount of product (1.0 means a 100% yield; for example, 0.34 means a 34% yield).. Dataset: Reaction yield outcomes from USPTO patents with 853,638 reactions (1) The reactants are [Li]CCCC.N(C(C)C)C(C)C.[CH:13]1([C:17]([O:19][CH2:20][CH3:21])=[O:18])[CH2:16][CH2:15][CH2:14]1.Br[CH2:23][CH2:24][CH2:25][CH2:26][Cl:27].[NH4+].[Cl-]. The catalyst is C1COCC1. The product is [Cl:27][CH2:26][CH2:25][CH2:24][CH2:23][C:13]1([C:17]([O:19][CH2:20][CH3:21])=[O:18])[CH2:16][CH2:15][CH2:14]1. The yield is 0.860. (2) The reactants are [C:1]([O:5][C:6]([NH:8][CH2:9][C:10]1[CH:11]=[C:12]([CH:16]=[CH:17][CH:18]=1)[C:13](O)=[O:14])=[O:7])([CH3:4])([CH3:3])[CH3:2].CSC.B. The catalyst is C1COCC1.C(OCC)(=O)C. The product is [C:1]([O:5][C:6](=[O:7])[NH:8][CH2:9][C:10]1[CH:18]=[CH:17][CH:16]=[C:12]([CH2:13][OH:14])[CH:11]=1)([CH3:4])([CH3:2])[CH3:3]. The yield is 0.860. (3) The reactants are CS([O:5][S:6]([CH3:9])(=[O:8])=[O:7])(=O)=O.O[C:11]1[CH:20]=[C:19]2[C:14]([N:15]=[CH:16][C:17]([O:21][CH2:22][CH2:23][N:24]3[CH2:29][CH2:28][CH:27]([NH:30][C:31]([C:33]4[CH:34]=[CH:35][C:36]5[S:41][CH2:40][C:39](=[O:42])[NH:38][C:37]=5[CH:43]=4)=[O:32])[CH2:26][CH2:25]3)=[N:18]2)=[CH:13][CH:12]=1.C(N(CC)CC)C. The catalyst is CN(C)C=O. The product is [O:42]=[C:39]1[NH:38][C:37]2[CH:43]=[C:33]([C:31]([NH:30][CH:27]3[CH2:26][CH2:25][N:24]([CH2:23][CH2:22][O:21][C:17]4[CH:16]=[N:15][C:14]5[C:19]([N:18]=4)=[CH:20][C:11]([O:5][S:6]([CH3:9])(=[O:7])=[O:8])=[CH:12][CH:13]=5)[CH2:29][CH2:28]3)=[O:32])[CH:34]=[CH:35][C:36]=2[S:41][CH2:40]1. The yield is 0.260. (4) The reactants are Cl[C:2]1[C:15]2[O:14][CH2:13][CH:12]3[N:7]([CH2:8][CH2:9][O:10][CH2:11]3)[C:6]=2[N:5]=[C:4]([Cl:16])[N:3]=1.[NH:17]1[CH2:22][CH2:21][O:20][CH2:19][CH2:18]1.C(N(CC)CC)C. No catalyst specified. The product is [Cl:16][C:4]1[N:3]=[C:2]([N:17]2[CH2:22][CH2:21][O:20][CH2:19][CH2:18]2)[C:15]2[O:14][CH2:13][CH:12]3[N:7]([C:6]=2[N:5]=1)[CH2:8][CH2:9][O:10][CH2:11]3. The yield is 0.380.